Dataset: Peptide-MHC class I binding affinity with 185,985 pairs from IEDB/IMGT. Task: Regression. Given a peptide amino acid sequence and an MHC pseudo amino acid sequence, predict their binding affinity value. This is MHC class I binding data. (1) The peptide sequence is DLGPATAQM. The MHC is Mamu-A02 with pseudo-sequence Mamu-A02. The binding affinity (normalized) is 0.399. (2) The peptide sequence is GHQAAMQML. The MHC is HLA-A33:01 with pseudo-sequence HLA-A33:01. The binding affinity (normalized) is 0. (3) The peptide sequence is DPEVTFMW. The MHC is Mamu-B52 with pseudo-sequence Mamu-B52. The binding affinity (normalized) is 0.497. (4) The peptide sequence is ALKKETIVL. The MHC is HLA-A02:03 with pseudo-sequence HLA-A02:03. The binding affinity (normalized) is 0.655. (5) The peptide sequence is VVYPTVTAPV. The MHC is HLA-A02:01 with pseudo-sequence HLA-A02:01. The binding affinity (normalized) is 0.626. (6) The peptide sequence is KSNKIRGRM. The MHC is HLA-B57:01 with pseudo-sequence HLA-B57:01. The binding affinity (normalized) is 0.363. (7) The peptide sequence is EGAAIGLAW. The MHC is HLA-A24:02 with pseudo-sequence HLA-A24:02. The binding affinity (normalized) is 0.284. (8) The peptide sequence is IQKGMFVVK. The MHC is HLA-A02:19 with pseudo-sequence HLA-A02:19. The binding affinity (normalized) is 0.0847.